This data is from Forward reaction prediction with 1.9M reactions from USPTO patents (1976-2016). The task is: Predict the product of the given reaction. (1) Given the reactants [NH2:1][C:2]1[N:6]([CH3:7])[C:5](=[O:8])[C:4]([C:19]2[CH:24]=[CH:23][C:22]([O:25][CH:26]([F:28])[F:27])=[CH:21][CH:20]=2)([C:9]2[CH:14]=[CH:13][CH:12]=[C:11]([C:15]#[C:16][CH2:17][F:18])[CH:10]=2)[N:3]=1.BrC1C=C(C(=O)C(C2C=CC(OC(F)F)=CC=2)=O)C=CC=1[F:36].C(O)C#C, predict the reaction product. The product is: [NH2:1][C:2]1[N:6]([CH3:7])[C:5](=[O:8])[C:4]([C:19]2[CH:20]=[CH:21][C:22]([O:25][CH:26]([F:28])[F:27])=[CH:23][CH:24]=2)([C:9]2[CH:14]=[CH:13][C:12]([F:36])=[C:11]([C:15]#[C:16][CH2:17][F:18])[CH:10]=2)[N:3]=1. (2) Given the reactants [Cl:1][C:2]1[NH:10][C:9]2[C:8](=[O:11])[N:7]([CH2:12][CH2:13][CH2:14][CH2:15]C(OCC)=O)[C:6](=[O:21])[N:5]([CH2:22][CH2:23][CH2:24][CH2:25][CH3:26])[C:4]=2[N:3]=1.CC[O-].[Na+].[Cl:31][C:32]1[CH:37]=[C:36]([F:38])[CH:35]=[CH:34][C:33]=1[CH2:39]/[C:40](=[N:43]/[H])/[NH:41][OH:42], predict the reaction product. The product is: [Cl:1][C:2]1[NH:10][C:9]2[C:8](=[O:11])[N:7]([CH2:12][CH2:13][CH2:14][C:15]3[O:42][N:41]=[C:40]([CH2:39][C:33]4[CH:34]=[CH:35][C:36]([F:38])=[CH:37][C:32]=4[Cl:31])[N:43]=3)[C:6](=[O:21])[N:5]([CH2:22][CH2:23][CH2:24][CH2:25][CH3:26])[C:4]=2[N:3]=1. (3) Given the reactants Br[C:2]1[CH:3]=[N:4][CH:5]=[CH:6][CH:7]=1.[C:8]([C:11]1[CH:16]=[CH:15][CH:14]=[CH:13][C:12]=1B(O)O)(=[O:10])[NH2:9].C(=O)([O-])[O-].[K+].[K+], predict the reaction product. The product is: [N:4]1[CH:5]=[CH:6][CH:7]=[C:2]([C:12]2[CH:13]=[CH:14][CH:15]=[CH:16][C:11]=2[C:8]([NH2:9])=[O:10])[CH:3]=1. (4) Given the reactants [CH3:1][N:2](C=O)C.[OH:6][C:7]1[CH:16]=[CH:15][C:10]([C:11]([O:13][CH3:14])=[O:12])=[CH:9][C:8]=1I.CCN(C(C)C)C(C)C.CN.CN(C(ON1N=NC2C=CC=CC1=2)=[N+](C)C)C.F[P-](F)(F)(F)(F)F, predict the reaction product. The product is: [C:1]([C:8]1[CH:9]=[C:10]([CH:15]=[CH:16][C:7]=1[OH:6])[C:11]([O:13][CH3:14])=[O:12])#[N:2]. (5) Given the reactants [C@@H:1]1([C:12]2[CH:17]=[CH:16][C:15]([Cl:18])=[C:14]([CH2:19][C:20]3[S:21][C:22]([C:25]4[NH:29][N:28]=[N:27][N:26]=4)=[CH:23][CH:24]=3)[CH:13]=2)[O:9][C@H:8]([CH2:10][OH:11])[C@@H:6]([OH:7])[C@H:4]([OH:5])[C@H:2]1[OH:3].CI.[C:32](=O)([O-])[O-].[K+].[K+].O, predict the reaction product. The product is: [C@@H:1]1([C:12]2[CH:17]=[CH:16][C:15]([Cl:18])=[C:14]([CH2:19][C:20]3[S:21][C:22]([C:25]4[N:29]=[N:28][N:27]([CH3:32])[N:26]=4)=[CH:23][CH:24]=3)[CH:13]=2)[O:9][C@H:8]([CH2:10][OH:11])[C@@H:6]([OH:7])[C@H:4]([OH:5])[C@H:2]1[OH:3].